Dataset: Forward reaction prediction with 1.9M reactions from USPTO patents (1976-2016). Task: Predict the product of the given reaction. (1) Given the reactants Br[C:2]1[C:6]([Br:7])=[CH:5][S:4][CH:3]=1.[Li]C(C)(C)C.[C:13](=[O:15])=[O:14], predict the reaction product. The product is: [Br:7][C:6]1[C:2]([C:13]([OH:15])=[O:14])=[CH:3][S:4][CH:5]=1. (2) Given the reactants [Br:1][C:2]1[CH:3]=[CH:4][C:5]([C:8](=O)[CH2:9][C:10]2[CH:15]=[CH:14][N:13]=[CH:12][CH:11]=2)=[N:6][CH:7]=1.[CH3:17][NH:18][NH2:19].[CH3:20]N(C(OC)OC)C, predict the reaction product. The product is: [Br:1][C:2]1[CH:3]=[CH:4][C:5]([C:8]2[C:9]([C:10]3[CH:15]=[CH:14][N:13]=[CH:12][CH:11]=3)=[CH:17][N:18]([CH3:20])[N:19]=2)=[N:6][CH:7]=1. (3) Given the reactants [Cl:1][C:2]1[CH:3]=[CH:4][C:5]([C:8]([NH:10][C:11]2[CH:12]=[CH:13][C:14]3[CH2:20][CH2:19][CH2:18][C:17]([C:21](OC)=[O:22])=[C:16]([CH3:25])[C:15]=3[CH:26]=2)=[O:9])=[N:6][CH:7]=1.CC(C[AlH]CC(C)C)C.C1COCC1, predict the reaction product. The product is: [Cl:1][C:2]1[CH:3]=[CH:4][C:5]([C:8]([NH:10][C:11]2[CH:12]=[CH:13][C:14]3[CH2:20][CH2:19][CH2:18][C:17]([CH2:21][OH:22])=[C:16]([CH3:25])[C:15]=3[CH:26]=2)=[O:9])=[N:6][CH:7]=1. (4) Given the reactants [F:1][C:2]([F:15])([F:14])[C:3]1[CH:4]=[CH:5][C:6]2[O:11][CH2:10][C:9](=O)[NH:8][C:7]=2[CH:13]=1.B.O1CCCC1.CO.Cl, predict the reaction product. The product is: [F:15][C:2]([F:1])([F:14])[C:3]1[CH:4]=[CH:5][C:6]2[O:11][CH2:10][CH2:9][NH:8][C:7]=2[CH:13]=1. (5) Given the reactants [C:1]([CH:4]([CH2:10][C:11]1[CH:16]=[CH:15][C:14]([O:17][Si:18]([CH:25]([CH3:27])[CH3:26])([CH:22]([CH3:24])[CH3:23])[CH:19]([CH3:21])[CH3:20])=[CH:13][CH:12]=1)[CH2:5][C:6]([O:8][CH3:9])=[O:7])(O)=[O:2].Cl.[CH2:29]([O:36][C:37](=[O:42])[C@H:38]([CH2:40][OH:41])[NH2:39])[C:30]1[CH:35]=[CH:34][CH:33]=[CH:32][CH:31]=1.C1C=CC2N(O)N=NC=2C=1.CCN(CC)CC.C(Cl)CCl, predict the reaction product. The product is: [CH2:29]([O:36][C:37](=[O:42])[C@H:38]([CH2:40][OH:41])[NH:39][C:1](=[O:2])[CH:4]([CH2:10][C:11]1[CH:12]=[CH:13][C:14]([O:17][Si:18]([CH:19]([CH3:21])[CH3:20])([CH:25]([CH3:26])[CH3:27])[CH:22]([CH3:24])[CH3:23])=[CH:15][CH:16]=1)[CH2:5][C:6]([O:8][CH3:9])=[O:7])[C:30]1[CH:35]=[CH:34][CH:33]=[CH:32][CH:31]=1. (6) The product is: [C:1]([C:5]1[CH:10]=[CH:9][C:8]([CH:11]([C:19]2[NH:24][C:23](=[O:25])[C:22]([O:26][CH3:27])=[CH:21][CH:20]=2)[CH2:12][C@H:13]2[CH2:17][CH2:16][C:15](=[O:18])[NH:14]2)=[CH:7][CH:6]=1)([CH3:4])([CH3:2])[CH3:3]. Given the reactants [C:1]([C:5]1[CH:10]=[CH:9][C:8](/[C:11](/[C:19]2[NH:24][C:23](=[O:25])[C:22]([O:26][CH3:27])=[CH:21][CH:20]=2)=[CH:12]\[C@H:13]2[CH2:17][CH2:16][C:15](=[O:18])[NH:14]2)=[CH:7][CH:6]=1)([CH3:4])([CH3:3])[CH3:2].CCCCCC, predict the reaction product. (7) Given the reactants Br[C:2]1[N:7]=[C:6]([C:8]2[O:9][C:10]([C:13]([O:19][Si:20]([CH:27]([CH3:29])[CH3:28])([CH:24]([CH3:26])[CH3:25])[CH:21]([CH3:23])[CH3:22])([CH3:18])[C:14]([F:17])([F:16])[F:15])=[N:11][N:12]=2)[C:5]([NH2:30])=[CH:4][C:3]=1[C:31]([F:34])([F:33])[F:32].C([O-])([O-])=O.[K+].[K+].[CH:41]1(B(O)O)[CH2:43][CH2:42]1, predict the reaction product. The product is: [CH:41]1([C:2]2[N:7]=[C:6]([C:8]3[O:9][C:10]([C:13]([O:19][Si:20]([CH:21]([CH3:23])[CH3:22])([CH:27]([CH3:28])[CH3:29])[CH:24]([CH3:25])[CH3:26])([CH3:18])[C:14]([F:15])([F:16])[F:17])=[N:11][N:12]=3)[C:5]([NH2:30])=[CH:4][C:3]=2[C:31]([F:32])([F:33])[F:34])[CH2:43][CH2:42]1. (8) Given the reactants [C:1]([O:5]CC)(=O)[CH:2]=[CH2:3].[CH3:8][C:9]1[C:10]([C:15]2[CH:16]=[N:17][CH:18]=[CH:19][CH:20]=2)=[N:11][NH:12][C:13]=1[NH2:14], predict the reaction product. The product is: [CH3:8][C:9]1[C:10]([C:15]2[CH:16]=[N:17][CH:18]=[CH:19][CH:20]=2)=[N:11][N:12]2[CH2:3][CH2:2][C:1](=[O:5])[NH:14][C:13]=12. (9) Given the reactants C([O:3][C:4]([C:6]1[C:7]2[N:8]=[CH:9][CH:10]=[N:11][C:12]=2[C:13]([C:16]2[C:21]([F:22])=[C:20]([O:23][CH3:24])[CH:19]=[C:18]([O:25][CH3:26])[C:17]=2[F:27])=[CH:14][CH:15]=1)=O)C.[O:28]=[S:29]1(=[O:43])[CH2:34][CH2:33][N:32]([CH2:35][C:36]2[CH:37]=[CH:38][C:39]([NH2:42])=[N:40][CH:41]=2)[CH2:31][CH2:30]1.C[Al](C)C.C([O-])(O)=O.[Na+], predict the reaction product. The product is: [O:43]=[S:29]1(=[O:28])[CH2:30][CH2:31][N:32]([CH2:35][C:36]2[CH:37]=[CH:38][C:39]([NH:42][C:4]([C:6]3[C:7]4[N:8]=[CH:9][CH:10]=[N:11][C:12]=4[C:13]([C:16]4[C:17]([F:27])=[C:18]([O:25][CH3:26])[CH:19]=[C:20]([O:23][CH3:24])[C:21]=4[F:22])=[CH:14][CH:15]=3)=[O:3])=[N:40][CH:41]=2)[CH2:33][CH2:34]1. (10) Given the reactants [CH2:1]([O:8][C:9]1[C:10]([N+:16]([O-:18])=[O:17])=[N:11][CH:12]=[C:13](Cl)[CH:14]=1)[C:2]1[CH:7]=[CH:6][CH:5]=[CH:4][CH:3]=1.C(=O)([O-])[O-].[K+].[K+].[Cl:25][C:26]1[CH:31]=[CH:30][CH:29]=[CH:28][C:27]=1[OH:32].CN(C=O)C, predict the reaction product. The product is: [CH2:1]([O:8][C:9]1[C:10]([N+:16]([O-:18])=[O:17])=[N:11][CH:12]=[C:13]([O:32][C:27]2[CH:28]=[CH:29][CH:30]=[CH:31][C:26]=2[Cl:25])[CH:14]=1)[C:2]1[CH:7]=[CH:6][CH:5]=[CH:4][CH:3]=1.